Dataset: Catalyst prediction with 721,799 reactions and 888 catalyst types from USPTO. Task: Predict which catalyst facilitates the given reaction. (1) Reactant: Cl[C:2]1[CH:7]=[CH:6][N:5]=[C:4]([C:8]2[S:9][CH:10]=[CH:11][CH:12]=2)[CH:3]=1.[CH3:13][N:14]1[CH2:19][CH2:18][NH:17][CH2:16][CH2:15]1.CC(O)C. Product: [CH3:13][N:14]1[CH2:19][CH2:18][N:17]([C:2]2[CH:7]=[CH:6][N:5]=[C:4]([C:8]3[S:9][CH:10]=[CH:11][CH:12]=3)[CH:3]=2)[CH2:16][CH2:15]1. The catalyst class is: 126. (2) Reactant: C[O:2][C:3](=[O:34])[CH2:4][C:5]([NH:7][C:8]1[CH:13]=[C:12]([CH3:14])[C:11]([O:15][C:16]2[CH:21]=[CH:20][C:19]([OH:22])=[C:18]([S:23]([C:26]3[CH:31]=[CH:30][C:29]([F:32])=[CH:28][CH:27]=3)(=[O:25])=[O:24])[CH:17]=2)=[C:10]([CH3:33])[CH:9]=1)=[O:6].[OH-].[K+]. Product: [F:32][C:29]1[CH:28]=[CH:27][C:26]([S:23]([C:18]2[CH:17]=[C:16]([CH:21]=[CH:20][C:19]=2[OH:22])[O:15][C:11]2[C:12]([CH3:14])=[CH:13][C:8]([NH:7][C:5](=[O:6])[CH2:4][C:3]([OH:34])=[O:2])=[CH:9][C:10]=2[CH3:33])(=[O:25])=[O:24])=[CH:31][CH:30]=1. The catalyst class is: 24. (3) Reactant: C([O:3][C:4](=[O:34])[C:5]1[CH:10]=[C:9]([N:11]2[C:15]([CH3:16])=[CH:14][CH:13]=[C:12]2[C:17]2[CH:22]=[C:21]([Br:23])[CH:20]=[CH:19][C:18]=2[O:24][CH2:25][C:26]2[CH:31]=[CH:30][C:29]([Cl:32])=[C:28]([Cl:33])[CH:27]=2)[CH:8]=[N:7][CH:6]=1)C.[OH-].[Na+].CCO. Product: [Br:23][C:21]1[CH:20]=[CH:19][C:18]([O:24][CH2:25][C:26]2[CH:31]=[CH:30][C:29]([Cl:32])=[C:28]([Cl:33])[CH:27]=2)=[C:17]([C:12]2[N:11]([C:9]3[CH:8]=[N:7][CH:6]=[C:5]([CH:10]=3)[C:4]([OH:34])=[O:3])[C:15]([CH3:16])=[CH:14][CH:13]=2)[CH:22]=1. The catalyst class is: 25. (4) Reactant: [CH3:1][C@@:2]1([CH2:13][O:14][C:15]2[CH:20]=[CH:19][C:18]([C:21]3[CH:26]=[CH:25][C:24]([N:27]4[CH2:32][CH2:31][N:30]([C:33](OC(C)(C)C)=O)[CH2:29][CH2:28]4)=[CH:23][CH:22]=3)=[CH:17][CH:16]=2)[O:6][C:5]2=[N:7][C:8]([N+:10]([O-:12])=[O:11])=[CH:9][N:4]2[CH2:3]1.[F:40][C:41]([F:46])([F:45])[C:42](O)=O. Product: [CH3:1][C@@:2]1([CH2:13][O:14][C:15]2[CH:16]=[CH:17][C:18]([C:21]3[CH:22]=[CH:23][C:24]([N:27]4[CH2:32][CH2:31][N:30]([CH2:33][C:15]5[CH:20]=[CH:19][C:42]([C:41]([F:46])([F:45])[F:40])=[CH:17][CH:16]=5)[CH2:29][CH2:28]4)=[CH:25][CH:26]=3)=[CH:19][CH:20]=2)[O:6][C:5]2=[N:7][C:8]([N+:10]([O-:12])=[O:11])=[CH:9][N:4]2[CH2:3]1. The catalyst class is: 4. (5) Reactant: [CH3:1][O:2][C:3](=[O:12])[CH2:4][C:5]1[S:6][CH:7]=[C:8]([CH2:10]Cl)[CH:9]=1.[C-:13]#[N:14].[K+]. Product: [CH3:1][O:2][C:3](=[O:12])[CH2:4][C:5]1[S:6][CH:7]=[C:8]([CH2:10][C:13]#[N:14])[CH:9]=1. The catalyst class is: 3.